From a dataset of Reaction yield outcomes from USPTO patents with 853,638 reactions. Predict the reaction yield, written as a fraction of the theoretical maximum amount of product (1.0 means a 100% yield; for example, 0.34 means a 34% yield). The reactants are C(OC([C:6]1[C:15](=[O:16])[N:14]2[CH:9]([CH:10]=[CH:11][CH:12]=[CH:13]2)[CH:8]([N:17]2[CH2:22][CH2:21][N:20](C(OC(C)(C)C)=O)[CH2:19][CH2:18]2)[CH:7]=1)=O)C. The catalyst is Cl. The product is [N:17]1([CH:8]2[CH:9]3[N:14]([CH:13]=[CH:12][CH:11]=[CH:10]3)[C:15](=[O:16])[CH:6]=[CH:7]2)[CH2:22][CH2:21][NH:20][CH2:19][CH2:18]1. The yield is 0.410.